Dataset: Forward reaction prediction with 1.9M reactions from USPTO patents (1976-2016). Task: Predict the product of the given reaction. (1) Given the reactants [NH2:1][C:2]1[CH:3]=[C:4]([C:8]2[N:13]3[N:14]=[CH:15][C:16]([C:17]([C:19]4[S:20][CH:21]=[CH:22][CH:23]=4)=[O:18])=[C:12]3[N:11]=[CH:10][CH:9]=2)[CH:5]=[CH:6][CH:7]=1.[N+:24]([C:27]1[CH:28]=[C:29]([CH:33]=[C:34]([N+:36]([O-:38])=[O:37])[CH:35]=1)[C:30](Cl)=[O:31])([O-:26])=[O:25], predict the reaction product. The product is: [N+:24]([C:27]1[CH:28]=[C:29]([CH:33]=[C:34]([N+:36]([O-:38])=[O:37])[CH:35]=1)[C:30]([NH:1][C:2]1[CH:7]=[CH:6][CH:5]=[C:4]([C:8]2[N:13]3[N:14]=[CH:15][C:16]([C:17]([C:19]4[S:20][CH:21]=[CH:22][CH:23]=4)=[O:18])=[C:12]3[N:11]=[CH:10][CH:9]=2)[CH:3]=1)=[O:31])([O-:26])=[O:25]. (2) Given the reactants [C:1]([O:5][C:6]([N:8]1[CH2:12][CH2:11][C@@H:10]([C:13](=[NH:16])[NH:14][OH:15])[CH2:9]1)=[O:7])([CH3:4])([CH3:3])[CH3:2].C1N=CN([C:22](N2C=NC=C2)=[O:23])C=1.Cl, predict the reaction product. The product is: [C:1]([O:5][C:6]([N:8]1[CH2:12][CH2:11][C@@H:10]([C:13]2[NH:16][C:22](=[O:23])[O:15][N:14]=2)[CH2:9]1)=[O:7])([CH3:4])([CH3:2])[CH3:3]. (3) Given the reactants [S:1]1[CH:5]=[CH:4][CH:3]=[C:2]1[C:6]([NH:8][CH2:9][C:10]([OH:12])=[O:11])=O.[CH3:13][N:14]1[C:18]([CH3:19])=[C:17]([CH:20]=O)[CH:16]=[N:15]1.C([O-])(=O)C.[Na+].C(OC(=O)C)(=O)C, predict the reaction product. The product is: [CH3:13][N:14]1[C:18]([CH3:19])=[C:17]([CH:20]=[C:9]2[C:10](=[O:11])[O:12][C:6]([C:2]3[S:1][CH:5]=[CH:4][CH:3]=3)=[N:8]2)[CH:16]=[N:15]1. (4) Given the reactants Br[C:2]1[CH:24]=[C:23]([F:25])[CH:22]=[CH:21][C:3]=1[O:4][CH2:5][C:6]([N:8]([CH:18]([CH3:20])[CH3:19])[NH:9][C:10](=[O:17])[C:11]1[CH:16]=[CH:15][CH:14]=[CH:13][CH:12]=1)=[O:7].C([O-])([O-])=O.[Na+].[Na+].[CH2:32]([O:34][C:35]1[CH:40]=[CH:39][CH:38]=[CH:37][C:36]=1B(O)O)[CH3:33], predict the reaction product. The product is: [CH2:32]([O:34][C:35]1[CH:40]=[CH:39][CH:38]=[CH:37][C:36]=1[C:2]1[CH:24]=[C:23]([F:25])[CH:22]=[CH:21][C:3]=1[O:4][CH2:5][C:6]([N:8]([CH:18]([CH3:20])[CH3:19])[NH:9][C:10](=[O:17])[C:11]1[CH:16]=[CH:15][CH:14]=[CH:13][CH:12]=1)=[O:7])[CH3:33]. (5) Given the reactants Cl.[NH2:2][OH:3].[Cl:4][C:5]1[CH:6]=[C:7]([C@@H:15]([CH2:26][CH:27]2[CH2:32][CH2:31][C:30](=O)[CH2:29][CH2:28]2)[C:16]([NH:18][C:19]2[CH:24]=[N:23][C:22]([CH3:25])=[CH:21][N:20]=2)=[O:17])[CH:8]=[CH:9][C:10]=1[S:11]([CH3:14])(=[O:13])=[O:12], predict the reaction product. The product is: [Cl:4][C:5]1[CH:6]=[C:7]([C@@H:15]([CH2:26][CH:27]2[CH2:32][CH2:31][C:30](=[N:2][OH:3])[CH2:29][CH2:28]2)[C:16]([NH:18][C:19]2[CH:24]=[N:23][C:22]([CH3:25])=[CH:21][N:20]=2)=[O:17])[CH:8]=[CH:9][C:10]=1[S:11]([CH3:14])(=[O:13])=[O:12]. (6) Given the reactants [CH3:1][C:2]1[CH:7]=[CH:6][C:5]([NH:8][C:9]2[S:10][CH:11]=[CH:12][N:13]=2)=[CH:4][C:3]=1[OH:14].C([O-])([O-])=O.[Cs+].[Cs+].[O:21]1[CH:25]=[CH:24][CH:23]=[C:22]1[CH2:26]Br.CCOCC, predict the reaction product. The product is: [O:21]1[CH:25]=[CH:24][CH:23]=[C:22]1[CH2:26][O:14][C:3]1[CH:4]=[C:5]([NH:8][C:9]2[S:10][CH:11]=[CH:12][N:13]=2)[CH:6]=[CH:7][C:2]=1[CH3:1]. (7) Given the reactants C(Cl)(=O)C(Cl)=O.[Cl:7][C:8]1[CH:13]=[C:12]([S:14]([C:17]2[CH:22]=[CH:21][C:20]([C:23](O)=[O:24])=[CH:19][CH:18]=2)(=[O:16])=[O:15])[CH:11]=[CH:10][C:9]=1[NH:26][C:27](=[O:35])[C@:28]([OH:34])([CH3:33])[C:29]([F:32])([F:31])[F:30].[CH3:36][NH:37][CH3:38], predict the reaction product. The product is: [Cl:7][C:8]1[CH:13]=[C:12]([S:14]([C:17]2[CH:22]=[CH:21][C:20]([C:23](=[O:24])[N:37]([CH3:38])[CH3:36])=[CH:19][CH:18]=2)(=[O:15])=[O:16])[CH:11]=[CH:10][C:9]=1[NH:26][C:27](=[O:35])[C@:28]([OH:34])([CH3:33])[C:29]([F:30])([F:31])[F:32].